From a dataset of Reaction yield outcomes from USPTO patents with 853,638 reactions. Predict the reaction yield, written as a fraction of the theoretical maximum amount of product (1.0 means a 100% yield; for example, 0.34 means a 34% yield). (1) The yield is 0.980. No catalyst specified. The reactants are [F:1][C:2]([F:37])([C:21]([F:36])([F:35])[C:22]([F:34])([F:33])[C:23]([F:32])([F:31])[C:24]([F:30])([F:29])[C:25]([F:28])([F:27])[F:26])[CH2:3][CH2:4][O:5][CH2:6][CH2:7][CH2:8][CH2:9][CH2:10][CH2:11][CH2:12][CH2:13][CH2:14][CH2:15][CH2:16][S:17]C(=O)C.Cl. The product is [F:1][C:2]([F:37])([C:21]([F:35])([F:36])[C:22]([F:33])([F:34])[C:23]([F:31])([F:32])[C:24]([F:29])([F:30])[C:25]([F:27])([F:28])[F:26])[CH2:3][CH2:4][O:5][CH2:6][CH2:7][CH2:8][CH2:9][CH2:10][CH2:11][CH2:12][CH2:13][CH2:14][CH2:15][CH2:16][SH:17]. (2) The reactants are C(N(C(C)C)CC)(C)C.[C:10]([O:14][C:15](=[O:23])[NH:16][CH:17]1[CH2:22][CH2:21][NH:20][CH2:19][CH2:18]1)([CH3:13])([CH3:12])[CH3:11].[Cl:24][C:25]1[CH:26]=[C:27]([S:34](Cl)(=[O:36])=[O:35])[CH:28]=[CH:29][C:30]=1[N+:31]([O-:33])=[O:32]. The catalyst is C(Cl)Cl. The product is [C:10]([O:14][C:15](=[O:23])[NH:16][CH:17]1[CH2:22][CH2:21][N:20]([S:34]([C:27]2[CH:28]=[CH:29][C:30]([N+:31]([O-:33])=[O:32])=[C:25]([Cl:24])[CH:26]=2)(=[O:36])=[O:35])[CH2:19][CH2:18]1)([CH3:13])([CH3:11])[CH3:12]. The yield is 0.840. (3) The reactants are [OH:1][C@H:2]1[CH2:7][CH2:6][C@H:5]([N:8]2[C:13](=[O:14])[C:12]([CH2:15][C:16]3[CH:21]=[CH:20][C:19]([C:22]4[C:23]([C:28]#[N:29])=[CH:24][CH:25]=[CH:26][CH:27]=4)=[CH:18][CH:17]=3)=[C:11]([CH2:30][CH2:31][CH3:32])[N:10]3[N:33]=[CH:34][N:35]=[C:9]23)[CH2:4][CH2:3]1.C([O:38][C:39](=[O:45])[CH:40](C)[CH2:41][N+]#N)C. The catalyst is C1(C)C=CC=CC=1.C([O-])(=O)C.[Rh+]. The product is [C:28]([C:23]1[CH:24]=[CH:25][CH:26]=[CH:27][C:22]=1[C:19]1[CH:20]=[CH:21][C:16]([CH2:15][C:12]2[C:13](=[O:14])[N:8]([C@H:5]3[CH2:6][CH2:7][C@H:2]([O:1][CH:40]([CH3:41])[C:39]([OH:45])=[O:38])[CH2:3][CH2:4]3)[C:9]3[N:10]([N:33]=[CH:34][N:35]=3)[C:11]=2[CH2:30][CH2:31][CH3:32])=[CH:17][CH:18]=1)#[N:29]. The yield is 0.890. (4) The reactants are [OH:1][CH2:2][C:3]([N:5]1[CH2:10][CH:9]2[C:7]([C:11]3[CH:16]=[CH:15][C:14]([N:17]4[CH2:21][C@H:20]([CH2:22][NH:23][C:24](=[O:26])[CH3:25])[O:19][C:18]4=[O:27])=[CH:13][CH:12]=3)([CH2:8]2)[CH2:6]1)=[O:4].C(N(CC)CC)C.Cl[C:36]([O:38][CH2:39][CH3:40])=[O:37]. The catalyst is C1COCC1.O. The product is [CH2:39]([O:38][C:36](=[O:37])[O:1][CH2:2][C:3]([N:5]1[CH2:10][CH:9]2[C:7]([C:11]3[CH:16]=[CH:15][C:14]([N:17]4[CH2:21][C@H:20]([CH2:22][NH:23][C:24](=[O:26])[CH3:25])[O:19][C:18]4=[O:27])=[CH:13][CH:12]=3)([CH2:8]2)[CH2:6]1)=[O:4])[CH3:40]. The yield is 0.300. (5) The reactants are Cl[C:2]1[CH:7]=[C:6]([O:8][CH3:9])[N:5]=[CH:4][N:3]=1.[Cl:10][C:11]1[CH:17]=[CH:16][C:14]([NH2:15])=[C:13](B2OC(C)(C)C(C)(C)O2)[CH:12]=1.C([O-])([O-])=O.[Na+].[Na+].COCCOC. The catalyst is O.C1C=CC(P(C2C=CC=CC=2)[C-]2C=CC=C2)=CC=1.C1C=CC(P(C2C=CC=CC=2)[C-]2C=CC=C2)=CC=1.Cl[Pd]Cl.[Fe+2].C(Cl)Cl.CCO. The product is [Cl:10][C:11]1[CH:17]=[CH:16][C:14]([NH2:15])=[C:13]([C:2]2[CH:7]=[C:6]([O:8][CH3:9])[N:5]=[CH:4][N:3]=2)[CH:12]=1. The yield is 0.561. (6) The reactants are [C:1]([CH2:9][C:10]#[N:11])(=[O:8])[C:2]1[CH:7]=[CH:6][CH:5]=[CH:4][CH:3]=1.C(N(CC)CC)C.C(O)=O. The catalyst is CC1C=CC(C(C)C)=CC=1.CC1C=CC(S([N-][C@H]([C@@H](N)C2C=CC=CC=2)C2C=CC=CC=2)(=O)=O)=CC=1.[Cl-].[Ru+2].O. The product is [OH:8][C@H:1]([C:2]1[CH:7]=[CH:6][CH:5]=[CH:4][CH:3]=1)[CH2:9][C:10]#[N:11]. The yield is 0.860. (7) The reactants are Cl[C:2]1[C:3]2[CH:10]=[CH:9][N:8]([CH:11]([O:15][CH2:16][CH3:17])[O:12][CH2:13][CH3:14])[C:4]=2[N:5]=[CH:6][N:7]=1.[CH:18]1([C@@H:23]([N:27]2[CH:31]=[C:30](B3OC(C)(C)C(C)(C)O3)[CH:29]=[N:28]2)[CH2:24][C:25]#[N:26])[CH2:22][CH2:21][CH2:20][CH2:19]1.O1CCOCC1.O.C(=O)([O-])[O-].[K+].[K+]. The catalyst is C1C=CC([P]([Pd]([P](C2C=CC=CC=2)(C2C=CC=CC=2)C2C=CC=CC=2)([P](C2C=CC=CC=2)(C2C=CC=CC=2)C2C=CC=CC=2)[P](C2C=CC=CC=2)(C2C=CC=CC=2)C2C=CC=CC=2)(C2C=CC=CC=2)C2C=CC=CC=2)=CC=1. The product is [CH:18]1([C@@H:23]([N:27]2[CH:31]=[C:30]([C:2]3[C:3]4[CH:10]=[CH:9][N:8]([CH:11]([O:15][CH2:16][CH3:17])[O:12][CH2:13][CH3:14])[C:4]=4[N:5]=[CH:6][N:7]=3)[CH:29]=[N:28]2)[CH2:24][C:25]#[N:26])[CH2:22][CH2:21][CH2:20][CH2:19]1. The yield is 0.780.